This data is from hERG Central: cardiac toxicity at 1µM, 10µM, and general inhibition. The task is: Predict hERG channel inhibition at various concentrations. (1) The compound is CC(C)N(Cc1nccn1C)C(=O)c1cc(COc2ccc(-n3cncn3)cc2)on1. Results: hERG_inhib (hERG inhibition (general)): blocker. (2) The compound is Cc1ccc(OCC(=O)N2CCN(C3CCC(c4ccccc4)CC3)CC2)cc1.O=C(O)C(=O)O. Results: hERG_inhib (hERG inhibition (general)): blocker. (3) The drug is CC1CCN(S(=O)(=O)c2cccc(C(=O)N3CCN(c4ccc(F)cc4)CC3)c2)CC1. Results: hERG_inhib (hERG inhibition (general)): blocker. (4) The compound is Cc1sc2ncnc(N3CCC(C(=O)NNC(=O)COc4ccc(Br)cc4)CC3)c2c1C. Results: hERG_inhib (hERG inhibition (general)): blocker. (5) The compound is CN1CCN(C2=NC(=O)/C(=C/c3ccccc3OS(=O)(=O)c3ccccc3)S2)CC1. Results: hERG_inhib (hERG inhibition (general)): blocker. (6) The drug is COc1ccc(-c2cc3c(=O)n(CC(=O)NCCCN4CCC(Cc5ccccc5)CC4)ncn3n2)cc1. Results: hERG_inhib (hERG inhibition (general)): blocker. (7) The compound is NS(=O)(=O)c1ccc(CCNC(=O)c2cc(-c3ccco3)nc3ccccc23)cc1. Results: hERG_inhib (hERG inhibition (general)): blocker.